Dataset: Full USPTO retrosynthesis dataset with 1.9M reactions from patents (1976-2016). Task: Predict the reactants needed to synthesize the given product. (1) Given the product [Cl:34][C:35]1[CH:36]=[CH:37][C:38]([N:48]2[CH:52]=[C:51]([Cl:53])[N:50]=[N:49]2)=[C:39]([C:41]2[N:46]=[CH:45][N:23]([C@@H:10]3[C:9]4[CH:31]=[C:5]([CH:6]=[CH:7][CH:8]=4)[C:4]4[N:3]([CH:2]([F:32])[F:1])[N:19]=[CH:18][C:17]=4[NH:16][C:15](=[O:20])[C@H:14]([CH3:21])[CH:13]([F:22])[CH2:12][CH2:11]3)[C:24](=[O:25])[CH:42]=2)[CH:40]=1, predict the reactants needed to synthesize it. The reactants are: [F:1][CH:2]([F:32])[N:3]1[N:19]=[CH:18][C:17]2[NH:16][C:15](=[O:20])[C@H:14]([CH3:21])[CH:13]([F:22])[CH2:12][CH2:11][C@H:10]([NH:23][C:24](=O)[O:25]C(C)(C)C)[C:9]3[CH:31]=[C:5]([CH:6]=[CH:7][CH:8]=3)[C:4]1=2.Cl.[Cl:34][C:35]1[CH:36]=[CH:37][C:38]([N:48]2[CH:52]=[C:51]([Cl:53])[N:50]=[N:49]2)=[C:39]([C:41]2[N:46]=[CH:45]N=C(O)[CH:42]=2)[CH:40]=1.CN(C(ON1N=NC2C=CC=NC1=2)=[N+](C)C)C.F[P-](F)(F)(F)(F)F.C1CCN2C(=NCCC2)CC1. (2) Given the product [Br:1][C:2]1[CH:6]=[N:5][N:4]([CH3:7])[C:3]=1[C:8]1[CH:9]=[C:10]([NH:16][C:26]([NH:25][C:19]2[CH:20]=[CH:21][C:22]([F:24])=[CH:23][C:18]=2[F:17])=[O:27])[CH:11]=[CH:12][C:13]=1[O:14][CH3:15], predict the reactants needed to synthesize it. The reactants are: [Br:1][C:2]1[CH:6]=[N:5][N:4]([CH3:7])[C:3]=1[C:8]1[CH:9]=[C:10]([NH2:16])[CH:11]=[CH:12][C:13]=1[O:14][CH3:15].[F:17][C:18]1[CH:23]=[C:22]([F:24])[CH:21]=[CH:20][C:19]=1[N:25]=[C:26]=[O:27].NC(N)=O. (3) The reactants are: [C:1]([C:3]1[CH:4]=[C:5]2[C:9](=[CH:10][CH:11]=1)[C:8](=[O:12])[CH2:7][CH2:6]2)#[N:2].[BH4-].[Na+]. Given the product [C:1]([C:3]1[CH:4]=[C:5]2[C:9](=[CH:10][CH:11]=1)[CH:8]([OH:12])[CH2:7][CH2:6]2)#[N:2], predict the reactants needed to synthesize it. (4) Given the product [CH3:1][C:2]1([CH3:14])[C:6]([CH3:7])([CH3:8])[O:5][B:4]([C:9]2[CH:13]=[N:12][N:11]([CH2:18][CH2:17][OH:16])[CH:10]=2)[O:3]1, predict the reactants needed to synthesize it. The reactants are: [CH3:1][C:2]1([CH3:14])[C:6]([CH3:8])([CH3:7])[O:5][B:4]([C:9]2[CH:10]=[N:11][NH:12][CH:13]=2)[O:3]1.C1(=O)O[CH2:18][CH2:17][O:16]1.[H-].[Na+].